Dataset: Acute oral toxicity (LD50) regression data from Zhu et al.. Task: Regression/Classification. Given a drug SMILES string, predict its toxicity properties. Task type varies by dataset: regression for continuous values (e.g., LD50, hERG inhibition percentage) or binary classification for toxic/non-toxic outcomes (e.g., AMES mutagenicity, cardiotoxicity, hepatotoxicity). Dataset: ld50_zhu. (1) The molecule is COC(=O)C(c1ccccc1)C1CCCCN1. The rat oral LD50 is 2.80, given as -log10 of the dose in mol/kg body weight (higher means more acutely toxic). (2) The compound is CCN(CC)C(=O)C(Cl)=C(C)OP(=O)(OC)OC. The rat oral LD50 is 4.57, given as -log10 of the dose in mol/kg body weight (higher means more acutely toxic). (3) The drug is CC(=O)CC(c1ccc(Cl)cc1)c1c(O)c2ccccc2oc1=O. The rat oral LD50 is 3.26, given as -log10 of the dose in mol/kg body weight (higher means more acutely toxic). (4) The compound is C1=CCC=C1. The rat oral LD50 is 2.77, given as -log10 of the dose in mol/kg body weight (higher means more acutely toxic). (5) The drug is Oc1ccc(O)cc1. The rat oral LD50 is 2.54, given as -log10 of the dose in mol/kg body weight (higher means more acutely toxic). (6) The drug is CCN(CC)C(=O)CC(C)=O. The rat oral LD50 is 1.52, given as -log10 of the dose in mol/kg body weight (higher means more acutely toxic).